Dataset: Reaction yield outcomes from USPTO patents with 853,638 reactions. Task: Predict the reaction yield, written as a fraction of the theoretical maximum amount of product (1.0 means a 100% yield; for example, 0.34 means a 34% yield). (1) The reactants are Cl[C:2]1[C:12]2[C:11](=[O:13])[NH:10][CH2:9][CH2:8][CH2:7][C:6]=2[CH:5]=CC=1OC.[Cl:16][C:17]1[C:18]([O:29][CH3:30])=[CH:19][C:20]2[C:26](=[O:27])[NH:25][CH2:24][CH2:23][CH2:22][C:21]=2[CH:28]=1.C(OC1C(CCl)=C(C)C=C(C)N=1)C1C=CC=CC=1.CC([O-])=O.[Na+].CC(O)=O. The catalyst is CN(C=O)C. The product is [Cl:16][C:17]1[C:18]([O:29][CH3:30])=[CH:19][C:20]2[C:26](=[O:27])[N:25]([CH2:2][C:12]3[C:11](=[O:13])[NH:10][C:9]([CH3:8])=[CH:7][C:6]=3[CH3:5])[CH2:24][CH2:23][CH2:22][C:21]=2[CH:28]=1. The yield is 0.360. (2) The reactants are C([O:3][CH:4](OCC)[CH2:5][O:6][C:7](=[O:16])[C:8]1[CH:13]=[CH:12][C:11]([O:14][CH3:15])=[CH:10][CH:9]=1)C.C(O)(C(F)(F)F)=O.O. The catalyst is C(Cl)Cl. The product is [O:3]=[CH:4][CH2:5][O:6][C:7](=[O:16])[C:8]1[CH:13]=[CH:12][C:11]([O:14][CH3:15])=[CH:10][CH:9]=1. The yield is 1.00. (3) The reactants are [CH3:1][O:2][C:3]([C:5]1[S:6][C:7](Br)=[CH:8][C:9]=1[Br:10])=[O:4].[CH:12]1([C:15]#[CH:16])[CH2:14][CH2:13]1. The catalyst is O1CCOCC1.CCOC(C)=O.[Cu]I.Cl[Pd](Cl)([P](C1C=CC=CC=1)(C1C=CC=CC=1)C1C=CC=CC=1)[P](C1C=CC=CC=1)(C1C=CC=CC=1)C1C=CC=CC=1. The product is [Br:10][C:9]1[CH:8]=[C:7]([C:16]#[C:15][CH:12]2[CH2:14][CH2:13]2)[S:6][C:5]=1[C:3]([O:2][CH3:1])=[O:4]. The yield is 0.760. (4) The reactants are [Si](OS(C(F)(F)F)(=O)=O)(C)(C)C.[CH:13]1([CH2:16][OH:17])[CH2:15][CH2:14]1.[N:18]1C(C)=CC=CC=1C.[Br:26][C:27]1[CH:40]=[C:39]2[C:30]([O:31][C@@H:32]3[C@@H:37]([C:38]42[C:44](=[O:45])[N:43]([CH3:46])[C:42](=O)[NH:41]4)[CH2:36][C:35](=O)[CH2:34][CH2:33]3)=[CH:29][CH:28]=1.C([SiH](CC)CC)C. The catalyst is C(Cl)Cl. The product is [NH2:18][C:42]1[N:43]([CH3:46])[C:44](=[O:45])[C@@:38]2([N:41]=1)[C@@H:37]1[C@H:32]([CH2:33][CH2:34][C@H:35]([O:17][CH2:16][CH:13]3[CH2:15][CH2:14]3)[CH2:36]1)[O:31][C:30]1[C:39]2=[CH:40][C:27]([Br:26])=[CH:28][CH:29]=1. The yield is 0.170.